Dataset: Peptide-MHC class II binding affinity with 134,281 pairs from IEDB. Task: Regression. Given a peptide amino acid sequence and an MHC pseudo amino acid sequence, predict their binding affinity value. This is MHC class II binding data. (1) The peptide sequence is RLLVLDAVALERWPG. The MHC is DRB1_0401 with pseudo-sequence DRB1_0401. The binding affinity (normalized) is 0.760. (2) The binding affinity (normalized) is 0.507. The MHC is HLA-DQA10401-DQB10402 with pseudo-sequence HLA-DQA10401-DQB10402. The peptide sequence is AAASVPAADKFKTFE. (3) The peptide sequence is HFFIGDFFVDHYYSE. The MHC is DRB1_1302 with pseudo-sequence DRB1_1302. The binding affinity (normalized) is 0.147.